This data is from TCR-epitope binding with 47,182 pairs between 192 epitopes and 23,139 TCRs. The task is: Binary Classification. Given a T-cell receptor sequence (or CDR3 region) and an epitope sequence, predict whether binding occurs between them. (1) The epitope is GTHWFVTQR. The TCR CDR3 sequence is CASSTRTDTQYF. Result: 0 (the TCR does not bind to the epitope). (2) The epitope is KAFSPEVIPMF. The TCR CDR3 sequence is CASRQRENTEAFF. Result: 0 (the TCR does not bind to the epitope). (3) The epitope is TEKSNIIRGW. The TCR CDR3 sequence is CASNGRNYGYTF. Result: 0 (the TCR does not bind to the epitope).